This data is from Reaction yield outcomes from USPTO patents with 853,638 reactions. The task is: Predict the reaction yield, written as a fraction of the theoretical maximum amount of product (1.0 means a 100% yield; for example, 0.34 means a 34% yield). The reactants are [F:1][C:2]([F:31])([F:30])[S:3]([O:6][C:7]1[C:8]([N+:27]([O-])=O)=[CH:9][C:10]2[O:14][C:13]([C:15]3[CH:20]=[CH:19][C:18]([F:21])=[CH:17][CH:16]=3)=[C:12]([C:22](=[O:25])[NH:23][CH3:24])[C:11]=2[CH:26]=1)(=[O:5])=[O:4]. The catalyst is CCO.CC(O)=O.CCOC(C)=O.[Fe]. The product is [F:31][C:2]([F:1])([F:30])[S:3]([O:6][C:7]1[C:8]([NH2:27])=[CH:9][C:10]2[O:14][C:13]([C:15]3[CH:16]=[CH:17][C:18]([F:21])=[CH:19][CH:20]=3)=[C:12]([C:22](=[O:25])[NH:23][CH3:24])[C:11]=2[CH:26]=1)(=[O:5])=[O:4]. The yield is 0.840.